This data is from Catalyst prediction with 721,799 reactions and 888 catalyst types from USPTO. The task is: Predict which catalyst facilitates the given reaction. (1) Reactant: [C:1]([O:5][C:6]([N:8]1[C:14](=[O:15])[C@@H:13]2[CH2:16][C@H:9]1[CH2:10][CH2:11][C@@H:12]2[NH:17]C(OCC1C=CC=CC=1)=O)=[O:7])([CH3:4])([CH3:3])[CH3:2]. Product: [NH2:17][C@H:12]1[CH2:11][CH2:10][C@@H:9]2[CH2:16][C@H:13]1[C:14](=[O:15])[N:8]2[C:6]([O:5][C:1]([CH3:3])([CH3:2])[CH3:4])=[O:7]. The catalyst class is: 19. (2) Reactant: [CH:1]([C@:4]1([C:15]([N:17]2[CH2:22][CH2:21][N:20]([C:23]3[CH:28]=[C:27]([C:29]([F:32])([F:31])[F:30])[CH:26]=[CH:25][N:24]=3)[CH2:19][CH2:18]2)=[O:16])[CH2:8][CH2:7][C@@H:6]([NH:9][CH:10]2[CH2:14][CH2:13][O:12][CH2:11]2)[CH2:5]1)([CH3:3])[CH3:2].C=O.[BH3-][C:36]#N.[Na+]. The catalyst class is: 5. Product: [CH:1]([C@:4]1([C:15]([N:17]2[CH2:18][CH2:19][N:20]([C:23]3[CH:28]=[C:27]([C:29]([F:32])([F:30])[F:31])[CH:26]=[CH:25][N:24]=3)[CH2:21][CH2:22]2)=[O:16])[CH2:8][CH2:7][C@@H:6]([N:9]([CH3:36])[CH:10]2[CH2:14][CH2:13][O:12][CH2:11]2)[CH2:5]1)([CH3:3])[CH3:2]. (3) Reactant: [CH3:1][S:2]([CH:5]1[CH2:10][CH2:9][N:8](C(OC(C)(C)C)=O)[CH2:7][CH2:6]1)(=[O:4])=[O:3].Cl. Product: [CH3:1][S:2]([CH:5]1[CH2:10][CH2:9][NH:8][CH2:7][CH2:6]1)(=[O:4])=[O:3]. The catalyst class is: 1. (4) Reactant: [F:1][C:2]1[CH:7]=[CH:6][C:5]([OH:8])=[CH:4][N:3]=1.[H-].[Na+].I[CH:12]([CH3:14])[CH3:13].O. Product: [F:1][C:2]1[CH:7]=[CH:6][C:5]([O:8][CH:12]([CH3:14])[CH3:13])=[CH:4][N:3]=1. The catalyst class is: 3. (5) Reactant: [CH2:1]([O:3][C:4]([C:6]1[NH:7][C:8]2[C:13]([CH:14]=1)=[CH:12][CH:11]=[C:10]([O:15]CC1C=CC=CC=1)[CH:9]=2)=[O:5])[CH3:2].C(N(CC)CC)C.[C:30](O[C:30]([O:32][C:33]([CH3:36])([CH3:35])[CH3:34])=[O:31])([O:32][C:33]([CH3:36])([CH3:35])[CH3:34])=[O:31].O. Product: [CH3:2][CH2:1][O:3][C:4]([CH:6]1[CH2:14][C:13]2[C:8](=[CH:9][C:10]([OH:15])=[CH:11][CH:12]=2)[N:7]1[C:30]([O:32][C:33]([CH3:36])([CH3:35])[CH3:34])=[O:31])=[O:5]. The catalyst class is: 25.